From a dataset of Peptide-MHC class II binding affinity with 134,281 pairs from IEDB. Regression. Given a peptide amino acid sequence and an MHC pseudo amino acid sequence, predict their binding affinity value. This is MHC class II binding data. The peptide sequence is TIPNIMFFSTMKRPS. The MHC is DRB4_0101 with pseudo-sequence DRB4_0103. The binding affinity (normalized) is 0.557.